Dataset: Forward reaction prediction with 1.9M reactions from USPTO patents (1976-2016). Task: Predict the product of the given reaction. (1) Given the reactants ClC1C=C([N:9]2[C:13](=[O:14])[C@@]3([C@H](C4C=CC(C#N)=CC=4)CNC3)N(C)[C:10]2=[O:28])C=C(Cl)C=1.[N:29]([CH2:32][C:33]([O:35]CC)=O)=C=O.C1C[O:41][CH2:40]C1.CN(C=O)C, predict the reaction product. The product is: [CH2:40]([OH:41])[C:32]([NH2:29])([CH2:33][OH:35])[CH2:13][OH:14].[N-:9]=[C:10]=[O:28]. (2) Given the reactants Br[C:2]1[CH:3]=[C:4]([C:9]([OH:11])=O)[CH:5]=[N:6][C:7]=1Cl.[N:12]1[CH:17]=[CH:16][C:15]([CH2:18][OH:19])=[CH:14][CH:13]=1.[Cl:20][C:21]1[CH:26]=[CH:25][C:24](B(O)O)=[CH:23][CH:22]=1.[NH2:30][C@@H:31]1[CH2:36][CH2:35][CH2:34][CH2:33][C@H:32]1[OH:37], predict the reaction product. The product is: [Cl:20][C:21]1[CH:26]=[CH:25][C:24]([C:2]2[C:7]([O:19][CH2:18][C:15]3[CH:16]=[CH:17][N:12]=[CH:13][CH:14]=3)=[N:6][CH:5]=[C:4]([CH:3]=2)[C:9]([NH:30][C@@H:31]2[CH2:36][CH2:35][CH2:34][CH2:33][C@H:32]2[OH:37])=[O:11])=[CH:23][CH:22]=1. (3) Given the reactants [N:1]1([CH2:7][CH2:8][O:9][C:10]2[CH:11]=[C:12]3[C:16](=[CH:17][CH:18]=2)[NH:15][C:14]([CH2:19][OH:20])=[CH:13]3)[CH2:6][CH2:5][O:4][CH2:3][CH2:2]1, predict the reaction product. The product is: [N:1]1([CH2:7][CH2:8][O:9][C:10]2[CH:11]=[C:12]3[C:16](=[CH:17][CH:18]=2)[NH:15][C:14]([CH:19]=[O:20])=[CH:13]3)[CH2:6][CH2:5][O:4][CH2:3][CH2:2]1. (4) Given the reactants [NH2:1][C:2]1[N:10]=[CH:9][CH:8]=[CH:7][C:3]=1[C:4]([NH2:6])=[O:5].CO[C:13](=O)[CH2:14][O:15][CH2:16][CH2:17][C:18]1[CH:19]=[C:20]([CH3:24])[CH:21]=[CH:22][CH:23]=1.[Li+].C[Si]([N-][Si](C)(C)C)(C)C, predict the reaction product. The product is: [C:20]1([CH3:24])[CH:21]=[CH:22][CH:23]=[C:18]([CH2:17][CH2:16][O:15][CH2:14][C:13]2[NH:6][C:4](=[O:5])[C:3]3[CH:7]=[CH:8][CH:9]=[N:10][C:2]=3[N:1]=2)[CH:19]=1.